Dataset: Forward reaction prediction with 1.9M reactions from USPTO patents (1976-2016). Task: Predict the product of the given reaction. (1) Given the reactants Cl.CN.C([O-])(=O)C.[Na+].[C:9]([BH3-])#[N:10].[Na+].[C:13]([O:17][C:18]([N:20]1[CH2:25][CH2:24][C:23](=O)[CH2:22][CH2:21]1)=[O:19])([CH3:16])([CH3:15])[CH3:14], predict the reaction product. The product is: [C:13]([O:17][C:18]([N:20]1[CH2:25][CH2:24][CH:23]([NH:10][CH3:9])[CH2:22][CH2:21]1)=[O:19])([CH3:16])([CH3:14])[CH3:15]. (2) Given the reactants [Cl:1][C:2]1[CH:29]=[C:28]([Cl:30])[CH:27]=[CH:26][C:3]=1[CH2:4][N:5]1[C:9]2[CH:10]=[C:11]([O:14][CH2:15][CH2:16][CH2:17][C:18]([O:20]CC)=[O:19])[CH:12]=[CH:13][C:8]=2[N:7]=[C:6]1[O:23][CH2:24][CH3:25].[OH-].[Na+].Cl, predict the reaction product. The product is: [Cl:1][C:2]1[CH:29]=[C:28]([Cl:30])[CH:27]=[CH:26][C:3]=1[CH2:4][N:5]1[C:9]2[CH:10]=[C:11]([O:14][CH2:15][CH2:16][CH2:17][C:18]([OH:20])=[O:19])[CH:12]=[CH:13][C:8]=2[N:7]=[C:6]1[O:23][CH2:24][CH3:25]. (3) Given the reactants C([O:8][CH2:9][C:10]1[N:15]([C:16]2[CH:21]=[CH:20][CH:19]=[CH:18][C:17]=2[O:22]C(C)(C)C)[N:14]=[C:13]([C:27]2[N:31]([C:32]3[CH:37]=[CH:36][CH:35]=[CH:34][CH:33]=3)[N:30]=[CH:29][CH:28]=2)[C:12](=[O:38])[CH:11]=1)C1C=CC=CC=1, predict the reaction product. The product is: [OH:8][CH2:9][C:10]1[N:15]([C:16]2[CH:21]=[CH:20][CH:19]=[CH:18][C:17]=2[OH:22])[N:14]=[C:13]([C:27]2[N:31]([C:32]3[CH:37]=[CH:36][CH:35]=[CH:34][CH:33]=3)[N:30]=[CH:29][CH:28]=2)[C:12](=[O:38])[CH:11]=1. (4) Given the reactants I[C:2]1[N:25]([S:26]([CH3:29])(=[O:28])=[O:27])[C:5]2=[N:6][CH:7]=[CH:8][C:9]([C:10]3[CH:11]=[CH:12][C:13]([O:18][CH:19]4[CH2:24][CH2:23][O:22][CH2:21][CH2:20]4)=[C:14]([CH:17]=3)[C:15]#[N:16])=[C:4]2[CH:3]=1.CC1(C)C(C)(C)OB([C:38]2[CH2:39][N:40]([C:43]([O:45][C:46]([CH3:49])([CH3:48])[CH3:47])=[O:44])[CH2:41][CH:42]=2)O1.C(=O)([O-])[O-].[Cs+].[Cs+], predict the reaction product. The product is: [C:15]([C:14]1[CH:17]=[C:10]([C:9]2[CH:8]=[CH:7][N:6]=[C:5]3[N:25]([S:26]([CH3:29])(=[O:28])=[O:27])[C:2]([C:42]4[CH2:41][N:40]([C:43]([O:45][C:46]([CH3:49])([CH3:48])[CH3:47])=[O:44])[CH2:39][CH:38]=4)=[CH:3][C:4]=23)[CH:11]=[CH:12][C:13]=1[O:18][CH:19]1[CH2:24][CH2:23][O:22][CH2:21][CH2:20]1)#[N:16]. (5) Given the reactants [CH3:1][C:2]1[O:6][N:5]=[C:4]([C:7]2[S:11][C:10]([NH2:12])=[N:9][C:8]=2[C:13]2[CH:18]=[CH:17][CH:16]=[CH:15][CH:14]=2)[N:3]=1.[CH3:19][C:20]([CH3:26])([CH3:25])[CH2:21][C:22](Cl)=[O:23], predict the reaction product. The product is: [CH3:19][C:20]([CH3:26])([CH3:25])[CH2:21][C:22]([NH:12][C:10]1[S:11][C:7]([C:4]2[N:3]=[C:2]([CH3:1])[O:6][N:5]=2)=[C:8]([C:13]2[CH:14]=[CH:15][CH:16]=[CH:17][CH:18]=2)[N:9]=1)=[O:23]. (6) Given the reactants [F:1][C:2]1([F:18])[CH2:6][N:5]([C:7]([O:9][C:10]([CH3:13])([CH3:12])[CH3:11])=[O:8])[C@@H:4]([CH2:14][CH2:15][CH2:16][OH:17])[CH2:3]1.CC(OI1(OC(C)=O)(OC(C)=O)OC(=O)C2C=CC=CC1=2)=O, predict the reaction product. The product is: [F:18][C:2]1([F:1])[CH2:6][N:5]([C:7]([O:9][C:10]([CH3:11])([CH3:12])[CH3:13])=[O:8])[C@@H:4]([CH2:14][CH2:15][CH:16]=[O:17])[CH2:3]1. (7) The product is: [CH3:30][O:29][C:28]1[CH:27]=[CH:26][C:25]([NH:31][C:32](=[O:34])[CH3:33])=[CH:24][C:23]=1[NH:11][C:7]1[N:8]=[CH:9][C:10]2=[C:2]([CH3:1])[N:3]=[C:4]([C:12]3[CH:17]=[CH:16][CH:15]=[C:14]([C:18]([F:21])([F:19])[F:20])[CH:13]=3)[N:5]2[N:6]=1. Given the reactants [CH3:1][C:2]1[N:3]=[C:4]([C:12]2[CH:17]=[CH:16][CH:15]=[C:14]([C:18]([F:21])([F:20])[F:19])[CH:13]=2)[N:5]2[C:10]=1[CH:9]=[N:8][C:7]([NH2:11])=[N:6]2.Br[C:23]1[CH:24]=[C:25]([NH:31][C:32](=[O:34])[CH3:33])[CH:26]=[CH:27][C:28]=1[O:29][CH3:30].C(P(C(C)(C)C)C1C=CC=CC=1C1C=CC=CC=1)(C)(C)C.CC([O-])(C)C.[Na+], predict the reaction product. (8) Given the reactants [Cl:1][C:2]1[CH:8]=[CH:7][C:5]([NH2:6])=[C:4]([C:9]#[C:10][C:11]2[CH:16]=[CH:15][CH:14]=[CH:13][C:12]=2[C:17]([F:20])([F:19])[F:18])[CH:3]=1.[CH2:21]([O:23][C:24](=[O:29])[CH2:25][C:26](Cl)=[O:27])[CH3:22], predict the reaction product. The product is: [CH2:21]([O:23][C:24](=[O:29])[CH2:25][C:26]([NH:6][C:5]1[CH:7]=[CH:8][C:2]([Cl:1])=[CH:3][C:4]=1[C:9]#[C:10][C:11]1[CH:16]=[CH:15][CH:14]=[CH:13][C:12]=1[C:17]([F:18])([F:19])[F:20])=[O:27])[CH3:22]. (9) Given the reactants Cl.[I:2][C:3]1[CH:15]=[CH:14][C:6]([CH2:7][C@@H:8]([C:10]([O:12][CH3:13])=[O:11])[NH2:9])=[CH:5][CH:4]=1.[C:16]([O:20][C:21]([NH:23][CH2:24][C@H:25]1[CH2:30][CH2:29][C@H:28]([C:31](O)=[O:32])[CH2:27][CH2:26]1)=[O:22])([CH3:19])([CH3:18])[CH3:17].C(N(CC)C(C)C)(C)C.C(P1(=O)OP(=O)(CCC)OP(=O)(CCC)O1)CC, predict the reaction product. The product is: [C:16]([O:20][C:21]([NH:23][CH2:24][C@H:25]1[CH2:26][CH2:27][C@H:28]([C:31]([NH:9][C@H:8]([C:10]([O:12][CH3:13])=[O:11])[CH2:7][C:6]2[CH:5]=[CH:4][C:3]([I:2])=[CH:15][CH:14]=2)=[O:32])[CH2:29][CH2:30]1)=[O:22])([CH3:18])([CH3:19])[CH3:17].